Dataset: Reaction yield outcomes from USPTO patents with 853,638 reactions. Task: Predict the reaction yield, written as a fraction of the theoretical maximum amount of product (1.0 means a 100% yield; for example, 0.34 means a 34% yield). (1) The reactants are [F:1][C:2]1[CH:3]=[C:4]2[C:8](=[CH:9][CH:10]=1)[N:7]([CH2:11][C:12]1[O:13][C:14]([C:17]([F:20])([F:19])[F:18])=[CH:15][CH:16]=1)[C:6](=[O:21])[C:5]2([C:24]1[C:32](O)=[CH:31][C:27]2[O:28][CH2:29][O:30][C:26]=2[CH:25]=1)[CH2:22][OH:23].C(P(CCCC)CCCC)CCC.N(C(OC(C)(C)C)=O)=NC(OC(C)(C)C)=O. The catalyst is O1CCCC1. The product is [F:1][C:2]1[CH:3]=[C:4]2[C:8](=[CH:9][CH:10]=1)[N:7]([CH2:11][C:12]1[O:13][C:14]([C:17]([F:19])([F:20])[F:18])=[CH:15][CH:16]=1)[C:6](=[O:21])[C:5]12[C:24]2=[CH:25][C:26]3[O:30][CH2:29][O:28][C:27]=3[CH:31]=[C:32]2[O:23][CH2:22]1. The yield is 0.340. (2) The reactants are CC1C=CC(S([N:11]2[CH:15]=[C:14]([CH:16]=O)[CH:13]=[N:12]2)(=O)=[O:9])=CC=1.[NH2:18][C:19]1[CH:24]=[CH:23][CH:22]=[CH:21][C:20]=1[CH2:25][C:26]([OH:28])=O.C(O)(=O)C.C(O[BH-](OC(=O)C)OC(=O)C)(=O)C.[Na+]. The catalyst is C1COCC1.O.O. The product is [OH2:9].[NH:11]1[CH:15]=[C:14]([CH2:16][N:18]2[C:19]3[C:20](=[CH:21][CH:22]=[CH:23][CH:24]=3)[CH2:25][C:26]2=[O:28])[CH:13]=[N:12]1. The yield is 0.0800. (3) The reactants are [CH2:1]([O:3][C:4]([C:6]1[NH:7][C:8]([CH3:11])=[CH:9][CH:10]=1)=[O:5])[CH3:2].[CH3:12][O:13][C:14]1[CH:15]=[C:16]([CH2:20][C:21](Cl)=[O:22])[CH:17]=[CH:18][CH:19]=1. The catalyst is ClCCCl. The product is [CH2:1]([O:3][C:4]([C:6]1[NH:7][C:8]([CH3:11])=[C:9]([C:21](=[O:22])[CH2:20][C:16]2[CH:17]=[CH:18][CH:19]=[C:14]([O:13][CH3:12])[CH:15]=2)[CH:10]=1)=[O:5])[CH3:2]. The yield is 0.500. (4) The yield is 0.925. The catalyst is C1COCC1.C(Cl)Cl. The product is [CH3:49][N:48]([CH3:50])[O:47][CH2:46][CH2:45][O:44][C@@H:32]1[C@H:31]([OH:51])[C@@H:30]([CH2:29][OH:28])[O:34][C@H:33]1[N:35]1[CH:42]=[C:41]([CH3:43])[C:39](=[O:40])[NH:38][C:36]1=[O:37]. The reactants are F.F.F.C(N(CC)CC)C.[Si]([O:28][CH2:29][C@H:30]1[O:34][C@@H:33]([N:35]2[CH:42]=[C:41]([CH3:43])[C:39](=[O:40])[NH:38][C:36]2=[O:37])[C@H:32]([O:44][CH2:45][CH2:46][O:47][N:48]([CH3:50])[CH3:49])[C@@H:31]1[OH:51])(C(C)(C)C)(C1C=CC=CC=1)C1C=CC=CC=1.CO. (5) The reactants are [CH3:1][C:2]1[O:6][N:5]=[C:4]([C:7]2[CH:12]=[CH:11][CH:10]=[CH:9][CH:8]=2)[C:3]=1[CH2:13][O:14][C:15]1[CH:23]=[CH:22][C:18]([C:19]([OH:21])=O)=[CH:17][N:16]=1.Cl.[F:25][C:26]1([F:32])[CH2:31][CH2:30][NH:29][CH2:28][CH2:27]1. No catalyst specified. The product is [F:25][C:26]1([F:32])[CH2:31][CH2:30][N:29]([C:19]([C:18]2[CH:17]=[N:16][C:15]([O:14][CH2:13][C:3]3[C:4]([C:7]4[CH:8]=[CH:9][CH:10]=[CH:11][CH:12]=4)=[N:5][O:6][C:2]=3[CH3:1])=[CH:23][CH:22]=2)=[O:21])[CH2:28][CH2:27]1. The yield is 0.980. (6) The reactants are [C:1]([O:5][C:6](=[O:22])[NH:7][C@H:8]([C:19](=O)[NH2:20])[CH2:9][C:10]1[CH:15]=[CH:14][C:13]([N+:16]([O-:18])=[O:17])=[CH:12][CH:11]=1)([CH3:4])([CH3:3])[CH3:2].COC1C=CC(P2(SP(C3C=CC(OC)=CC=3)(=S)S2)=[S:32])=CC=1. The catalyst is C1COCC1. The product is [C:1]([O:5][C:6](=[O:22])[NH:7][C@H:8]([C:19](=[S:32])[NH2:20])[CH2:9][C:10]1[CH:15]=[CH:14][C:13]([N+:16]([O-:18])=[O:17])=[CH:12][CH:11]=1)([CH3:4])([CH3:3])[CH3:2]. The yield is 0.830.